Dataset: Reaction yield outcomes from USPTO patents with 853,638 reactions. Task: Predict the reaction yield, written as a fraction of the theoretical maximum amount of product (1.0 means a 100% yield; for example, 0.34 means a 34% yield). (1) The reactants are [CH3:1][N:2]1[C:7](=[O:8])[CH:6]=[CH:5][C:4]([C:9]2[CH:14]=[CH:13][C:12]([N:15]3[CH2:19][C@H:18]([CH2:20]NC(=O)C)[O:17][C:16]3=[O:25])=[CH:11][CH:10]=2)=[CH:3]1. The catalyst is CO.[Pd]. The product is [CH3:1][N:2]1[C:7](=[O:8])[CH2:6][CH2:5][CH:4]([C:9]2[CH:14]=[CH:13][C:12]([N:15]3[CH2:19][C@H:18]([CH2:20][CH2:6][C:7]([NH2:2])=[O:8])[O:17][C:16]3=[O:25])=[CH:11][CH:10]=2)[CH2:3]1. The yield is 0.960. (2) The reactants are Br[C:2]1[CH:7]=[CH:6][CH:5]=[CH:4][C:3]=1[CH2:8][CH2:9][C:10]([N:12]([CH:22]([CH3:24])[CH3:23])[NH:13][C:14](=[O:21])[C:15]1[CH:20]=[CH:19][CH:18]=[CH:17][CH:16]=1)=[O:11].C([O-])([O-])=O.[Na+].[Na+].[CH3:31][O:32][C:33]1[CH:38]=[CH:37][CH:36]=[CH:35][C:34]=1B(O)O. The catalyst is COCCOC. The product is [CH:22]([N:12]([C:10](=[O:11])[CH2:9][CH2:8][C:3]1[CH:4]=[CH:5][CH:6]=[CH:7][C:2]=1[C:34]1[CH:35]=[CH:36][CH:37]=[CH:38][C:33]=1[O:32][CH3:31])[NH:13][C:14](=[O:21])[C:15]1[CH:20]=[CH:19][CH:18]=[CH:17][CH:16]=1)([CH3:24])[CH3:23]. The yield is 0.390.